From a dataset of Forward reaction prediction with 1.9M reactions from USPTO patents (1976-2016). Predict the product of the given reaction. The product is: [CH3:21][O:20][C:19]1[CH:18]=[C:17]2[C:13]([CH:14]=[N:15][NH:16]2)=[CH:12][C:11]=1[NH:10][C:9]1[C:4]2[CH:3]=[C:2]([S:29]([C:23]3[CH:28]=[CH:27][CH:26]=[CH:25][CH:24]=3)(=[O:31])=[O:30])[NH:22][C:5]=2[N:6]=[CH:7][N:8]=1. Given the reactants Br[C:2]1[NH:22][C:5]2[N:6]=[CH:7][N:8]=[C:9]([NH:10][C:11]3[CH:12]=[C:13]4[C:17](=[CH:18][C:19]=3[O:20][CH3:21])[NH:16][N:15]=[CH:14]4)[C:4]=2[CH:3]=1.[C:23]1([S:29]([O-:31])=[O:30])[CH:28]=[CH:27][CH:26]=[CH:25][CH:24]=1.[Na+].CN(C)CCN, predict the reaction product.